This data is from Forward reaction prediction with 1.9M reactions from USPTO patents (1976-2016). The task is: Predict the product of the given reaction. (1) The product is: [NH2:22][C:17]1[CH:18]=[CH:19][CH:20]=[CH:21][C:16]=1[N:8]([CH2:1][C:2]1[CH:3]=[CH:4][CH:5]=[CH:6][CH:7]=1)[C:9](=[O:15])[CH2:10][C:11]([O:13][CH3:14])=[O:12]. Given the reactants [CH2:1]([N:8]([C:16]1[CH:21]=[CH:20][CH:19]=[CH:18][C:17]=1[N+:22]([O-])=O)[C:9](=[O:15])[CH2:10][C:11]([O:13][CH3:14])=[O:12])[C:2]1[CH:7]=[CH:6][CH:5]=[CH:4][CH:3]=1, predict the reaction product. (2) Given the reactants [CH3:1][C:2]1[C:10]2[NH:9][C:8]3[C:11]([C:16]([O:18][CH2:19][CH3:20])=[O:17])=[CH:12][NH:13][CH2:14][CH2:15][C:7]=3[C:6]=2[CH:5]=[CH:4][CH:3]=1.[C:21](Cl)(=[O:23])[CH3:22], predict the reaction product. The product is: [C:21]([N:13]1[CH2:14][CH2:15][C:7]2[C:6]3[CH:5]=[CH:4][CH:3]=[C:2]([CH3:1])[C:10]=3[NH:9][C:8]=2[C:11]([C:16]([O:18][CH2:19][CH3:20])=[O:17])=[CH:12]1)(=[O:23])[CH3:22]. (3) The product is: [ClH:2].[Cl:2][C:3]1[CH:4]=[CH:5][C:6]([O:19][CH2:20][C:21]2[CH:26]=[CH:25][CH:24]=[CH:23][CH:22]=2)=[C:7]([CH2:9][C:10]2[S:11][CH:12]=[C:13]([C:15]3[NH:40][C:37]4[CH:38]=[CH:39][C:34]([N:31]5[CH2:30][CH2:29][N:28]([CH3:27])[CH2:33][CH2:32]5)=[CH:35][C:36]=4[N:18]=3)[N:14]=2)[CH:8]=1. Given the reactants Cl.[Cl:2][C:3]1[CH:4]=[CH:5][C:6]([O:19][CH2:20][C:21]2[CH:26]=[CH:25][CH:24]=[CH:23][CH:22]=2)=[C:7]([CH2:9][C:10]2[S:11][CH:12]=[C:13]([C:15](=[NH:18])OC)[N:14]=2)[CH:8]=1.[CH3:27][N:28]1[CH2:33][CH2:32][N:31]([C:34]2[CH:35]=[C:36](N)[C:37]([NH2:40])=[CH:38][CH:39]=2)[CH2:30][CH2:29]1.Cl, predict the reaction product. (4) Given the reactants [CH3:1][O:2][C:3](=[O:20])[C@@H:4]([O:17][CH2:18][CH3:19])[CH2:5][C:6]1[CH:11]=[CH:10][C:9]([OH:12])=[CH:8][C:7]=1[C:13]([F:16])([F:15])[F:14].Cl[CH2:22][C:23]1[N:24]=[C:25]([C:29]2[CH:34]=[CH:33][CH:32]=[CH:31][CH:30]=2)[O:26][C:27]=1[CH3:28].C(=O)([O-])[O-].[Cs+].[Cs+].[I-].[K+], predict the reaction product. The product is: [CH3:1][O:2][C:3](=[O:20])[C@@H:4]([O:17][CH2:18][CH3:19])[CH2:5][C:6]1[CH:11]=[CH:10][C:9]([O:12][CH2:22][C:23]2[N:24]=[C:25]([C:29]3[CH:34]=[CH:33][CH:32]=[CH:31][CH:30]=3)[O:26][C:27]=2[CH3:28])=[CH:8][C:7]=1[C:13]([F:16])([F:14])[F:15]. (5) Given the reactants C(O)(=O)C.[Si]([O:12][CH2:13][C@@H:14]1[CH2:18][C:17](=[CH2:19])[CH2:16][N:15]1[C:20]([C:22]1[CH:27]=[C:26]([O:28][CH3:29])[C:25]([O:30][CH2:31][CH2:32][CH2:33][CH2:34][CH2:35][O:36][C:37]2[CH:42]=[C:41]([NH:43][C:44]([O:46][CH2:47][C@H:48]([S:50][S:51][C:52]3[CH:57]=[CH:56][C:55]([N+:58]([O-:60])=[O:59])=[CH:54][N:53]=3)[CH3:49])=[O:45])[C:40]([C:61]([N:63]3[CH2:67][C:66](=[CH2:68])[CH2:65][C@H:64]3[CH2:69][O:70][Si](C(C)(C)C)(C)C)=[O:62])=[CH:39][C:38]=2[O:78][CH3:79])=[CH:24][C:23]=1[NH:80][C:81](=[O:87])[O:82][C:83]([CH3:86])([CH3:85])[CH3:84])=[O:21])(C(C)(C)C)(C)C, predict the reaction product. The product is: [OH:12][CH2:13][C@@H:14]1[CH2:18][C:17](=[CH2:19])[CH2:16][N:15]1[C:20]([C:22]1[CH:27]=[C:26]([O:28][CH3:29])[C:25]([O:30][CH2:31][CH2:32][CH2:33][CH2:34][CH2:35][O:36][C:37]2[CH:42]=[C:41]([NH:43][C:44]([O:46][CH2:47][C@H:48]([S:50][S:51][C:52]3[CH:57]=[CH:56][C:55]([N+:58]([O-:60])=[O:59])=[CH:54][N:53]=3)[CH3:49])=[O:45])[C:40]([C:61]([N:63]3[CH2:67][C:66](=[CH2:68])[CH2:65][C@H:64]3[CH2:69][OH:70])=[O:62])=[CH:39][C:38]=2[O:78][CH3:79])=[CH:24][C:23]=1[NH:80][C:81](=[O:87])[O:82][C:83]([CH3:86])([CH3:85])[CH3:84])=[O:21]. (6) Given the reactants [N:1]([CH2:4][CH2:5][CH2:6][CH2:7][C:8]([OH:10])=O)=[N+:2]=[N-:3].C(Cl)(=O)C(Cl)=O.[CH3:17][C:18]1([CH3:26])[O:23][C:22](=[O:24])[CH2:21][C:20](=[O:25])[O:19]1.N(CCCCC(Cl)=O)=[N+]=[N-], predict the reaction product. The product is: [N:1]([CH2:4][CH2:5][CH2:6][CH2:7][C:8]([CH:21]1[C:22](=[O:24])[O:23][C:18]([CH3:26])([CH3:17])[O:19][C:20]1=[O:25])=[O:10])=[N+:2]=[N-:3]. (7) Given the reactants [OH:1][NH:2][C:3](=[O:22])[C:4]([S:13][C:14]1[CH:19]=[CH:18][C:17]([O:20][CH3:21])=[CH:16][CH:15]=1)([CH3:12])[CH2:5][C:6]1[CH:11]=[CH:10][CH:9]=[CH:8][CH:7]=1.[OH:23]O, predict the reaction product. The product is: [OH:1][NH:2][C:3](=[O:22])[C:4]([S:13]([C:14]1[CH:15]=[CH:16][C:17]([O:20][CH3:21])=[CH:18][CH:19]=1)=[O:23])([CH3:12])[CH2:5][C:6]1[CH:7]=[CH:8][CH:9]=[CH:10][CH:11]=1. (8) The product is: [CH:20]1([N:17]2[CH2:18][CH2:19][CH:14]([NH:13][C:1]([NH:46][C:41]3[CH:42]=[C:43]4[C:38](=[CH:39][CH:40]=3)[N:37]=[C:36]([NH:35][CH:33]3[C:34]5[C:29](=[CH:28][CH:27]=[CH:26][C:25]=5[O:24][CH3:23])[CH2:30][CH2:31][CH2:32]3)[CH:45]=[CH:44]4)=[O:2])[CH2:15][CH2:16]2)[CH2:22][CH2:21]1. Given the reactants [C:1](=O)(OC(Cl)(Cl)Cl)[O:2]C(Cl)(Cl)Cl.[NH2:13][CH:14]1[CH2:19][CH2:18][N:17]([CH:20]2[CH2:22][CH2:21]2)[CH2:16][CH2:15]1.[CH3:23][O:24][C:25]1[CH:26]=[CH:27][CH:28]=[C:29]2[C:34]=1[CH:33]([NH:35][C:36]1[CH:45]=[CH:44][C:43]3[C:38](=[CH:39][CH:40]=[C:41]([NH2:46])[CH:42]=3)[N:37]=1)[CH2:32][CH2:31][CH2:30]2, predict the reaction product. (9) Given the reactants [C:1]([OH:5])(=[O:4])[CH:2]=[O:3].[O:6]([C:8]1[CH:18]=[CH:17][C:11]([CH2:12][NH:13][CH2:14][CH2:15]O)=[CH:10][CH:9]=1)[CH3:7].O, predict the reaction product. The product is: [OH:4][CH:1]1[O:5][CH2:15][CH2:14][N:13]([CH2:12][C:11]2[CH:10]=[CH:9][C:8]([O:6][CH3:7])=[CH:18][CH:17]=2)[C:2]1=[O:3].